Dataset: Forward reaction prediction with 1.9M reactions from USPTO patents (1976-2016). Task: Predict the product of the given reaction. (1) Given the reactants F[C:2]1[C:7]([C:8]2[N:13]=[C:12]([CH3:14])[N:11]=[C:10]([N:15]([CH2:25][C:26]3[CH:31]=[CH:30][C:29]([O:32][CH3:33])=[CH:28][CH:27]=3)[CH2:16][C:17]3[CH:22]=[CH:21][C:20]([O:23][CH3:24])=[CH:19][CH:18]=3)[N:9]=2)=[CH:6][C:5]([CH:34]([C:36]2[CH:41]=[CH:40][C:39]([S:42]([CH3:45])(=[O:44])=[O:43])=[CH:38][CH:37]=2)[CH3:35])=[CH:4][N:3]=1.[F:46][C:47]1[CH:48]=[C:49]([NH2:55])[CH:50]=[N:51][C:52]=1[O:53][CH3:54].C[Si]([N-][Si](C)(C)C)(C)C.[Li+], predict the reaction product. The product is: [F:46][C:47]1[CH:48]=[C:49]([NH:55][C:2]2[C:7]([C:8]3[N:13]=[C:12]([CH3:14])[N:11]=[C:10]([N:15]([CH2:25][C:26]4[CH:31]=[CH:30][C:29]([O:32][CH3:33])=[CH:28][CH:27]=4)[CH2:16][C:17]4[CH:18]=[CH:19][C:20]([O:23][CH3:24])=[CH:21][CH:22]=4)[N:9]=3)=[CH:6][C:5]([CH:34]([C:36]3[CH:41]=[CH:40][C:39]([S:42]([CH3:45])(=[O:44])=[O:43])=[CH:38][CH:37]=3)[CH3:35])=[CH:4][N:3]=2)[CH:50]=[N:51][C:52]=1[O:53][CH3:54]. (2) Given the reactants [Cl:1][C:2]1[CH:7]=[CH:6][C:5]([C:8]([N:14]2[C:22]3[CH:21]=[CH:20][CH:19]=[C:18]([NH2:23])[C:17]=3[CH:16]=[CH:15]2)([CH2:12][CH3:13])[CH2:9][O:10][CH3:11])=[CH:4][CH:3]=1.CN1CCOCC1.[CH3:31][S:32](Cl)(=[O:34])=[O:33], predict the reaction product. The product is: [Cl:1][C:2]1[CH:3]=[CH:4][C:5]([C:8]([N:14]2[C:22]3[C:17](=[C:18]([NH:23][S:32]([CH3:31])(=[O:34])=[O:33])[CH:19]=[CH:20][CH:21]=3)[CH:16]=[CH:15]2)([CH2:12][CH3:13])[CH2:9][O:10][CH3:11])=[CH:6][CH:7]=1.